Task: Predict which catalyst facilitates the given reaction.. Dataset: Catalyst prediction with 721,799 reactions and 888 catalyst types from USPTO (1) Reactant: [CH3:1][NH:2][C:3]([C:5]1[CH:13]=[C:12]2[C:8]([CH:9]=[CH:10][N:11]2[CH:14]2[CH2:19][CH2:18][N:17](C(OCC3C=CC=CC=3)=O)[CH2:16][CH2:15]2)=[CH:7][CH:6]=1)=[O:4].[H][H]. Product: [CH3:1][NH:2][C:3]([C:5]1[CH:13]=[C:12]2[C:8]([CH:9]=[CH:10][N:11]2[CH:14]2[CH2:19][CH2:18][NH:17][CH2:16][CH2:15]2)=[CH:7][CH:6]=1)=[O:4]. The catalyst class is: 129. (2) Reactant: Cl.[F:2][C:3]1[CH:30]=[CH:29][C:6]([CH2:7][NH:8][C:9]([C:11]2[CH:16]=[C:15]([C:17]3[CH2:21][CH:20]([CH:22]4[CH2:27][CH2:26][NH:25][CH2:24][CH2:23]4)[O:19][N:18]=3)[N:14]=[C:13]([CH3:28])[N:12]=2)=[O:10])=[CH:5][C:4]=1[O:31][CH3:32].[CH2:33]([N:35]=[C:36]=[O:37])[CH3:34]. Product: [CH2:33]([NH:35][C:36]([N:25]1[CH2:24][CH2:23][CH:22]([CH:20]2[O:19][N:18]=[C:17]([C:15]3[N:14]=[C:13]([CH3:28])[N:12]=[C:11]([C:9]([NH:8][CH2:7][C:6]4[CH:29]=[CH:30][C:3]([F:2])=[C:4]([O:31][CH3:32])[CH:5]=4)=[O:10])[CH:16]=3)[CH2:21]2)[CH2:27][CH2:26]1)=[O:37])[CH3:34]. The catalyst class is: 34.